From a dataset of Catalyst prediction with 721,799 reactions and 888 catalyst types from USPTO. Predict which catalyst facilitates the given reaction. (1) Reactant: [CH3:1][S:2][C:3]1[CH:4]=[CH:5][C:6]([CH:9]([CH2:14][CH:15]2[CH2:20][CH2:19][O:18][CH2:17][CH2:16]2)[C:10](=[O:13])[CH:11]=[CH2:12])=[N:7][CH:8]=1.[OH:21][CH:22]([C:27]1[CH:28]=[CH:29][C:30]([CH:33]=[O:34])=[N:31][CH:32]=1)[C:23]([OH:26])([CH3:25])[CH3:24].C(N(CC)CC)C.O1CCCC1. Product: [OH:21][CH:22]([C:27]1[CH:28]=[CH:29][C:30]([C:33](=[O:34])[CH2:12][CH2:11][C:10](=[O:13])[CH:9]([C:6]2[CH:5]=[CH:4][C:3]([S:2][CH3:1])=[CH:8][N:7]=2)[CH2:14][CH:15]2[CH2:16][CH2:17][O:18][CH2:19][CH2:20]2)=[N:31][CH:32]=1)[C:23]([OH:26])([CH3:24])[CH3:25]. The catalyst class is: 433. (2) Reactant: [F:1][C:2]1[CH:3]=[C:4]([N+:11]([O-:13])=[O:12])[C:5]([CH3:10])=[C:6]([CH:9]=1)[CH:7]=O.[CH3:14][C@H:15]1[CH2:20][NH:19][CH2:18][CH2:17][N:16]1[C:21]([O:23][C:24]([CH3:27])([CH3:26])[CH3:25])=[O:22].C(O)(=O)C.[Na]. Product: [F:1][C:2]1[CH:3]=[C:4]([N+:11]([O-:13])=[O:12])[C:5]([CH3:10])=[C:6]([CH:9]=1)[CH2:7][N:19]1[CH2:18][CH2:17][N:16]([C:21]([O:23][C:24]([CH3:27])([CH3:26])[CH3:25])=[O:22])[C@@H:15]([CH3:14])[CH2:20]1. The catalyst class is: 2. (3) Product: [NH2:25][C:8]1[N:7]=[C:6]([O:5][CH2:1][CH2:2][CH2:3][CH3:4])[N:14]=[C:13]2[C:9]=1[NH:10][C:11](=[O:23])[N:12]2[CH2:15][CH2:16][CH2:17][CH:18]1[CH2:22][CH2:21][O:20][CH2:19]1. The catalyst class is: 71. Reactant: [CH2:1]([O:5][C:6]1[N:14]=[C:13]2[C:9]([N:10]=[C:11]([O:23]C)[N:12]2[CH2:15][CH2:16][CH2:17][CH:18]2[CH2:22][CH2:21][O:20][CH2:19]2)=[C:8]([NH2:25])[N:7]=1)[CH2:2][CH2:3][CH3:4].Cl.[OH-].[Na+]. (4) Reactant: [C:1]([O:5][C:6]([N:8]1[CH2:13][CH2:12][C@H:11]([NH:14][C@@H](C2C=CC=CC=2)C)[C@H:10]([C:23]([F:26])([F:25])[F:24])[CH2:9]1)=[O:7])([CH3:4])([CH3:3])[CH3:2]. Product: [C:1]([O:5][C:6]([N:8]1[CH2:13][CH2:12][C@H:11]([NH2:14])[C@H:10]([C:23]([F:26])([F:24])[F:25])[CH2:9]1)=[O:7])([CH3:4])([CH3:2])[CH3:3]. The catalyst class is: 29. (5) Reactant: [OH:1][C:2]1[CH:7]=[CH:6][C:5]([OH:8])=[CH:4][C:3]=1[C:9](=[O:18])[CH2:10][C:11]1[CH:16]=[CH:15][CH:14]=[C:13]([OH:17])[CH:12]=1.[C:33]1(C)[CH:34]=[CH:35]C(S([O-])(=[O:26])=[O:26])=[CH:31][CH:32]=1.[NH+]1[CH:35]=[CH:34][CH:33]=[CH:32][CH:31]=1.[O:36]1[CH:41]=[CH:40][CH2:39][CH2:38][CH2:37]1. Product: [OH:1][C:2]1[CH:7]=[CH:6][C:5]([O:8][CH:35]2[CH2:34][CH2:33][CH2:32][CH2:31][O:26]2)=[CH:4][C:3]=1[C:9](=[O:18])[CH2:10][C:11]1[CH:16]=[CH:15][CH:14]=[C:13]([O:17][CH:41]2[CH2:40][CH2:39][CH2:38][CH2:37][O:36]2)[CH:12]=1. The catalyst class is: 2. (6) Reactant: [C:1]1([NH2:8])[CH:6]=[CH:5][C:4]([NH2:7])=[CH:3][CH:2]=1.C(N(C(C)C)CC)(C)C.Cl[C:19]([O:21][CH2:22][C:23]1[CH:28]=[CH:27][CH:26]=[CH:25][CH:24]=1)=[O:20]. Product: [CH2:22]([O:21][C:19](=[O:20])[NH:7][C:4]1[CH:5]=[CH:6][C:1]([NH2:8])=[CH:2][CH:3]=1)[C:23]1[CH:28]=[CH:27][CH:26]=[CH:25][CH:24]=1. The catalyst class is: 4. (7) Reactant: [CH2:1]([O:3][C:4]([C:6]1[C:18]([CH2:19][CH2:20][CH2:21][CH:22]([CH3:24])[CH3:23])=[N:17][C:9]2[C@H:10]3[N:14]([C:15](=[O:16])[C:8]=2[C:7]=1[C:25]1[CH:33]=[CH:32][C:28]([C:29](O)=[O:30])=[CH:27][CH:26]=1)[CH2:13][CH2:12][CH2:11]3)=[O:5])[CH3:2].CCN=C=NCCCN(C)C.C1C=CC2N(O)N=NC=2C=1.[NH2:55][C@H:56]1[C:64]2[C:59](=[CH:60][CH:61]=[CH:62][CH:63]=2)[CH2:58][CH2:57]1. Product: [C@H:56]1([NH:55][C:29]([C:28]2[CH:27]=[CH:26][C:25]([C:7]3[C:8]4[C:15](=[O:16])[N:14]5[C@H:10]([C:9]=4[N:17]=[C:18]([CH2:19][CH2:20][CH2:21][CH:22]([CH3:24])[CH3:23])[C:6]=3[C:4]([O:3][CH2:1][CH3:2])=[O:5])[CH2:11][CH2:12][CH2:13]5)=[CH:33][CH:32]=2)=[O:30])[C:64]2[C:59](=[CH:60][CH:61]=[CH:62][CH:63]=2)[CH2:58][CH2:57]1. The catalyst class is: 4.